This data is from Catalyst prediction with 721,799 reactions and 888 catalyst types from USPTO. The task is: Predict which catalyst facilitates the given reaction. Reactant: Cl[C:2]1[C:7]2[C:8]3[CH:14]=[CH:13][C:12]([C:15]([F:18])([F:17])[F:16])=[CH:11][C:9]=3[S:10][C:6]=2[C:5]([C:19]#[N:20])=[CH:4][N:3]=1.[CH3:21][O:22][C:23]1[CH:30]=[CH:29][C:26]([CH2:27][NH2:28])=[CH:25][CH:24]=1.C([O-])([O-])=O.[K+].[K+].Cl.OP([O-])([O-])=O.[K+].[K+]. Product: [CH3:21][O:22][C:23]1[CH:30]=[CH:29][C:26]([CH2:27][NH:28][C:2]2[C:7]3[C:8]4[CH:14]=[CH:13][C:12]([C:15]([F:17])([F:18])[F:16])=[CH:11][C:9]=4[S:10][C:6]=3[C:5]([C:19]#[N:20])=[CH:4][N:3]=2)=[CH:25][CH:24]=1. The catalyst class is: 18.